Predict which catalyst facilitates the given reaction. From a dataset of Catalyst prediction with 721,799 reactions and 888 catalyst types from USPTO. (1) Reactant: [CH3:1][C:2]1[CH:10]=[C:9]([C:11]2[CH2:15][C:14]([C:26]([F:29])([F:28])[F:27])([C:16]3[CH:21]=[CH:20][CH:19]=[C:18]([C:22]([F:25])([F:24])[F:23])[CH:17]=3)[O:13][N:12]=2)[CH:8]=[CH:7][C:3]=1[CH:4]=[N:5][OH:6].ClN1C(=O)CCC1=O.[N:38]1[CH:43]=[CH:42][CH:41]=[CH:40][C:39]=1[CH2:44][NH2:45].C(N(CC)CC)C. Product: [OH:6][NH:5][C:4](=[N:45][CH2:44][C:39]1[CH:40]=[CH:41][CH:42]=[CH:43][N:38]=1)[C:3]1[CH:7]=[CH:8][C:9]([C:11]2[CH2:15][C:14]([C:26]([F:29])([F:27])[F:28])([C:16]3[CH:21]=[CH:20][CH:19]=[C:18]([C:22]([F:24])([F:25])[F:23])[CH:17]=3)[O:13][N:12]=2)=[CH:10][C:2]=1[CH3:1]. The catalyst class is: 198. (2) Reactant: [NH:1]([N:18]1[CH2:23][CH2:22][O:21][CH2:20][CH2:19]1)[C@H:2]([C:11]([O:13]C(C)(C)C)=[O:12])[CH2:3][O:4][C:5]([O:7][CH2:8][CH:9]=[CH2:10])=[O:6].C(O)(C(F)(F)F)=O. Product: [NH:1]([N:18]1[CH2:23][CH2:22][O:21][CH2:20][CH2:19]1)[C@H:2]([C:11]([OH:13])=[O:12])[CH2:3][O:4][C:5]([O:7][CH2:8][CH:9]=[CH2:10])=[O:6]. The catalyst class is: 22. (3) Reactant: [Br:1][C:2]1[CH:11]=[CH:10][C:5]([C:6]([O:8]C)=[O:7])=[CH:4][C:3]=1[O:12][CH2:13][C:14]([F:17])([F:16])[F:15].[OH-].[Li+].Cl. Product: [Br:1][C:2]1[CH:11]=[CH:10][C:5]([C:6]([OH:8])=[O:7])=[CH:4][C:3]=1[O:12][CH2:13][C:14]([F:15])([F:17])[F:16]. The catalyst class is: 87. (4) Reactant: [OH:1][C:2]1[CH:7]=[C:6]([CH3:8])[C:5]([C:9]2[N:10]=[C:11]([NH:14][C:15](=[O:22])[C:16]3[CH:21]=[CH:20][N:19]=[CH:18][CH:17]=3)[S:12][CH:13]=2)=[C:4]([CH3:23])[CH:3]=1.Br[C:25]1[CH:30]=[N:29][C:28]([O:31][CH2:32][CH2:33][O:34][CH3:35])=[CH:27][N:26]=1.C(=O)([O-])[O-].[K+].[K+]. Product: [CH3:35][O:34][CH2:33][CH2:32][O:31][C:28]1[N:29]=[CH:30][C:25]([O:1][C:2]2[CH:3]=[C:4]([CH3:23])[C:5]([C:9]3[N:10]=[C:11]([NH:14][C:15](=[O:22])[C:16]4[CH:21]=[CH:20][N:19]=[CH:18][CH:17]=4)[S:12][CH:13]=3)=[C:6]([CH3:8])[CH:7]=2)=[N:26][CH:27]=1. The catalyst class is: 870. (5) Reactant: [C:1]([NH:4][C@H:5]([C:10]([NH:12][C@@H:13]1[CH:21]2[C:22](=[O:29])[CH2:23][C@H:24]([C:26]([OH:28])=O)[CH2:25][N:19]3[C:20]2=[C:16]([CH:17]=[CH:18]3)[CH2:15][CH2:14]1)=[O:11])[C@H:6]([CH2:8][CH3:9])[CH3:7])(=[O:3])[CH3:2].[NH2:30][CH2:31][C:32]#[N:33].C(Cl)CCl.C1C=CC2N(O)N=NC=2C=1. Product: [C:1]([NH:4][C@H:5]([C:10]([NH:12][C@@H:13]1[CH:21]2[C:22](=[O:29])[CH2:23][C@H:24]([C:26]([NH:33][CH2:32][C:31]#[N:30])=[O:28])[CH2:25][N:19]3[C:20]2=[C:16]([CH:17]=[CH:18]3)[CH2:15][CH2:14]1)=[O:11])[C@H:6]([CH2:8][CH3:9])[CH3:7])(=[O:3])[CH3:2]. The catalyst class is: 16. (6) Reactant: [CH:1]1([N:4]([CH2:12][C:13]2[CH:14]=[C:15]([CH2:23][CH2:24][CH2:25][OH:26])[CH:16]=[C:17]3[C:22]=2[N:21]=[CH:20][CH:19]=[CH:18]3)[C:5](=[O:11])[O:6][C:7]([CH3:10])([CH3:9])[CH3:8])[CH2:3][CH2:2]1.[H-].[Na+].I[CH3:30]. Product: [CH:1]1([N:4]([CH2:12][C:13]2[CH:14]=[C:15]([CH2:23][CH2:24][CH2:25][O:26][CH3:30])[CH:16]=[C:17]3[C:22]=2[N:21]=[CH:20][CH:19]=[CH:18]3)[C:5](=[O:11])[O:6][C:7]([CH3:9])([CH3:10])[CH3:8])[CH2:2][CH2:3]1. The catalyst class is: 1. (7) Reactant: Br[C:2]1[CH:3]=[CH:4][C:5]([NH2:8])=[N:6][CH:7]=1.CC1(C)C(C)(C)OB([C:17]2[CH2:22][CH2:21][N:20]([C:23]([O:25][C:26]([CH3:29])([CH3:28])[CH3:27])=[O:24])[CH2:19][CH:18]=2)O1.C([O-])([O-])=O.[K+].[K+]. Product: [NH2:8][C:5]1[N:6]=[CH:7][C:2]([C:17]2[CH2:22][CH2:21][N:20]([C:23]([O:25][C:26]([CH3:29])([CH3:28])[CH3:27])=[O:24])[CH2:19][CH:18]=2)=[CH:3][CH:4]=1. The catalyst class is: 10. (8) Reactant: C([O-])(=O)C.[NH4+:5].[C:6]([NH:9][CH:10]([C:32]([NH:34][CH2:35][C:36](=O)[CH2:37][C:38]([CH3:42])([CH3:41])[CH2:39][CH3:40])=O)[CH2:11][C:12]1[CH:17]=[CH:16][C:15]([C:18]2[C:19]([NH:24][C:25](=[O:31])[O:26][C:27]([CH3:30])([CH3:29])[CH3:28])=[N:20][N:21]([CH3:23])[CH:22]=2)=[CH:14][CH:13]=1)(=[O:8])[CH3:7]. Product: [C:27]([O:26][C:25](=[O:31])[NH:24][C:19]1[C:18]([C:15]2[CH:16]=[CH:17][C:12]([CH2:11][CH:10]([NH:9][C:6](=[O:8])[CH3:7])[C:32]3[NH:34][CH:35]=[C:36]([CH2:37][C:38]([CH3:41])([CH3:42])[CH2:39][CH3:40])[N:5]=3)=[CH:13][CH:14]=2)=[CH:22][N:21]([CH3:23])[N:20]=1)([CH3:29])([CH3:30])[CH3:28]. The catalyst class is: 113.